This data is from NCI-60 drug combinations with 297,098 pairs across 59 cell lines. The task is: Regression. Given two drug SMILES strings and cell line genomic features, predict the synergy score measuring deviation from expected non-interaction effect. (1) Drug 1: CN(CC1=CN=C2C(=N1)C(=NC(=N2)N)N)C3=CC=C(C=C3)C(=O)NC(CCC(=O)O)C(=O)O. Drug 2: C1C(C(OC1N2C=NC(=NC2=O)N)CO)O. Cell line: SW-620. Synergy scores: CSS=40.5, Synergy_ZIP=-3.18, Synergy_Bliss=-4.09, Synergy_Loewe=-9.61, Synergy_HSA=-1.20. (2) Drug 1: CC1C(C(CC(O1)OC2CC(CC3=C2C(=C4C(=C3O)C(=O)C5=C(C4=O)C(=CC=C5)OC)O)(C(=O)CO)O)N)O.Cl. Drug 2: CN(C(=O)NC(C=O)C(C(C(CO)O)O)O)N=O. Cell line: CCRF-CEM. Synergy scores: CSS=16.7, Synergy_ZIP=-7.75, Synergy_Bliss=-1.64, Synergy_Loewe=-31.4, Synergy_HSA=-1.77.